From a dataset of Forward reaction prediction with 1.9M reactions from USPTO patents (1976-2016). Predict the product of the given reaction. Given the reactants C(O[BH-](OC(=O)C)OC(=O)C)(=O)C.[Na+].[CH2:15]([S:17]([N:20]1[C:28]2[CH:27]=[CH:26][C:25]([C:29]([N:31]3[CH2:36][CH2:35][CH:34]([CH3:37])[CH2:33][CH2:32]3)=[O:30])=[CH:24][C:23]=2[C:22]2[CH2:38][NH:39][CH2:40][CH2:41][C:21]1=2)(=[O:19])=[O:18])[CH3:16].[C:42]([OH:48])([C:44]([F:47])([F:46])[F:45])=[O:43].[CH:49]1([CH:52]=O)[CH2:51][CH2:50]1, predict the reaction product. The product is: [CH:49]1([CH2:52][N:39]2[CH2:40][CH2:41][C:21]3[N:20]([S:17]([CH2:15][CH3:16])(=[O:18])=[O:19])[C:28]4[CH:27]=[CH:26][C:25]([C:29]([N:31]5[CH2:36][CH2:35][CH:34]([CH3:37])[CH2:33][CH2:32]5)=[O:30])=[CH:24][C:23]=4[C:22]=3[CH2:38]2)[CH2:51][CH2:50]1.[C:42]([OH:48])([C:44]([F:47])([F:46])[F:45])=[O:43].